The task is: Predict which catalyst facilitates the given reaction.. This data is from Catalyst prediction with 721,799 reactions and 888 catalyst types from USPTO. (1) Product: [F:37][C:38]1[CH:43]=[CH:42][C:41]([S:44]([N:28]([CH3:29])[CH:25]2[CH2:24][CH2:23][N:22]([C:20](=[O:21])/[CH:19]=[CH:18]/[C:9]3[CH:10]=[CH:11][C:12]([C:14]([F:15])([F:16])[F:17])=[CH:13][C:8]=3[CH2:7][N:5]3[N:4]=[N:3][C:2]([CH3:1])=[N:6]3)[CH2:27][CH2:26]2)(=[O:46])=[O:45])=[CH:40][CH:39]=1. Reactant: [CH3:1][C:2]1[N:3]=[N:4][N:5]([CH2:7][C:8]2[CH:13]=[C:12]([C:14]([F:17])([F:16])[F:15])[CH:11]=[CH:10][C:9]=2/[CH:18]=[CH:19]/[C:20]([N:22]2[CH2:27][CH2:26][CH:25]([NH:28][CH3:29])[CH2:24][CH2:23]2)=[O:21])[N:6]=1.C(N(CC)CC)C.[F:37][C:38]1[CH:43]=[CH:42][C:41]([S:44](Cl)(=[O:46])=[O:45])=[CH:40][CH:39]=1. The catalyst class is: 2. (2) Reactant: [CH3:1][C:2]([C:8]1[CH:13]=[CH:12][C:11]([N+:14]([O-:16])=[O:15])=[CH:10][CH:9]=1)([CH3:7])[C:3](OC)=[O:4]. Product: [CH3:7][C:2]([C:8]1[CH:13]=[CH:12][C:11]([N+:14]([O-:16])=[O:15])=[CH:10][CH:9]=1)([CH3:1])[CH2:3][OH:4]. The catalyst class is: 1. (3) Reactant: [F:1][C:2]1[C:10]([F:11])=[C:9]([O:12][Si:13]([CH:20]([CH3:22])[CH3:21])([CH:17]([CH3:19])[CH3:18])[CH:14]([CH3:16])[CH3:15])[CH:8]=[CH:7][C:3]=1[C:4](O)=[O:5].B.O1CCCC1. Product: [F:1][C:2]1[C:10]([F:11])=[C:9]([O:12][Si:13]([CH:17]([CH3:19])[CH3:18])([CH:20]([CH3:22])[CH3:21])[CH:14]([CH3:15])[CH3:16])[CH:8]=[CH:7][C:3]=1[CH:4]=[O:5]. The catalyst class is: 1. (4) Reactant: [Br:1][C:2]1[C:11]2[C:6](=[CH:7][CH:8]=[C:9]([O:12]C)[CH:10]=2)[C:5](=[O:14])[N:4]([C:15]2[CH:20]=[CH:19][C:18]([O:21]C)=[CH:17][CH:16]=2)[CH:3]=1.C(Cl)Cl.B(Br)(Br)Br. Product: [Br:1][C:2]1[C:11]2[C:6](=[CH:7][CH:8]=[C:9]([OH:12])[CH:10]=2)[C:5](=[O:14])[N:4]([C:15]2[CH:20]=[CH:19][C:18]([OH:21])=[CH:17][CH:16]=2)[CH:3]=1. The catalyst class is: 6. (5) Reactant: [F:1][C:2]1[CH:8]=[C:7](I)[CH:6]=[C:5]([Cl:10])[C:3]=1[NH2:4].[C:11]1(B(O)O)[CH:16]=[CH:15][CH:14]=[CH:13][CH:12]=1.C(=O)([O-])[O-].[Na+].[Na+]. Product: [F:1][C:2]1[CH:8]=[C:7]([C:11]2[CH:16]=[CH:15][CH:14]=[CH:13][CH:12]=2)[CH:6]=[C:5]([Cl:10])[C:3]=1[NH2:4]. The catalyst class is: 3. (6) Reactant: [N+:1]([C:4]1[CH:5]=[CH:6][C:7]2[O:11][C:10](=[S:12])[NH:9][C:8]=2[CH:13]=1)([O-:3])=[O:2].[H-].[Na+].I[CH3:17]. Product: [CH3:17][S:12][C:10]1[O:11][C:7]2[CH:6]=[CH:5][C:4]([N+:1]([O-:3])=[O:2])=[CH:13][C:8]=2[N:9]=1. The catalyst class is: 1.